From a dataset of Full USPTO retrosynthesis dataset with 1.9M reactions from patents (1976-2016). Predict the reactants needed to synthesize the given product. (1) Given the product [OH:27][NH:8][C:9]1([CH3:26])[C:13](=[O:14])[N:12]([CH3:15])[N:11]=[C:10]1[C:16]1[CH:21]=[CH:20][CH:19]=[CH:18][C:17]=1[C:22]([F:25])([F:23])[F:24], predict the reactants needed to synthesize it. The reactants are: C(OC([N:8]([O:27]C(OC(C)(C)C)=O)[C:9]1([CH3:26])[C:13](=[O:14])[N:12]([CH3:15])[N:11]=[C:10]1[C:16]1[CH:21]=[CH:20][CH:19]=[CH:18][C:17]=1[C:22]([F:25])([F:24])[F:23])=O)(C)(C)C. (2) Given the product [F:27][C:2]([F:26])([F:1])[O:3][C:4]1[CH:9]=[CH:8][C:7]([N:10]2[C:14]3[CH:15]=[CH:16][C:17]4[CH:22]=[C:21]([C:23]([N:42]=[N+:43]=[N-:44])=[O:24])[CH:20]=[CH:19][C:18]=4[C:13]=3[N:12]=[CH:11]2)=[CH:6][CH:5]=1, predict the reactants needed to synthesize it. The reactants are: [F:1][C:2]([F:27])([F:26])[O:3][C:4]1[CH:9]=[CH:8][C:7]([N:10]2[C:14]3[CH:15]=[CH:16][C:17]4[CH:22]=[C:21]([C:23](O)=[O:24])[CH:20]=[CH:19][C:18]=4[C:13]=3[N:12]=[CH:11]2)=[CH:6][CH:5]=1.C1(P([N:42]=[N+:43]=[N-:44])(C2C=CC=CC=2)=O)C=CC=CC=1.C(N(CC)CC)C. (3) Given the product [C:1]1(=[O:15])[NH:13][CH2:2][CH2:3][CH2:4][CH2:5][CH2:6][CH2:7][CH2:8][CH2:9][CH2:10][CH2:11][CH2:12]1, predict the reactants needed to synthesize it. The reactants are: [C:1]1(=[N:13]O)[CH2:12][CH2:11][CH2:10][CH2:9][CH2:8][CH2:7][CH2:6][CH2:5][CH2:4][CH2:3][CH2:2]1.[OH2:15].